This data is from Forward reaction prediction with 1.9M reactions from USPTO patents (1976-2016). The task is: Predict the product of the given reaction. (1) Given the reactants [CH2:1]1N2CN3CN(C2)CN1C3.[C:11](O)(C(F)(F)F)=[O:12].[Br:18][C:19]1[CH:24]=[CH:23][C:22]([OH:25])=[CH:21][CH:20]=1.OS(O)(=O)=O.[OH2:31], predict the reaction product. The product is: [CH:1]([C:23]1[CH:24]=[C:19]([Br:18])[CH:20]=[C:21]([CH:11]=[O:12])[C:22]=1[OH:25])=[O:31]. (2) Given the reactants [Si]([O:18][CH2:19][CH2:20][C:21]1([C:50]2[CH:55]=[CH:54][CH:53]=[CH:52][CH:51]=2)[N:25]([C:26]2[S:27][C:28]3[CH2:29][N:30](C(OC(C)(C)C)=O)[CH2:31][CH2:32][C:33]=3[N:34]=2)[N:24]=[C:23]([C:42]2[CH:47]=[C:46]([F:48])[CH:45]=[CH:44][C:43]=2[F:49])[S:22]1)(C(C)(C)C)(C1C=CC=CC=1)C1C=CC=CC=1.Cl.O1CCOCC1.O, predict the reaction product. The product is: [F:49][C:43]1[CH:44]=[CH:45][C:46]([F:48])=[CH:47][C:42]=1[C:23]1[S:22][C:21]([CH2:20][CH2:19][OH:18])([C:50]2[CH:51]=[CH:52][CH:53]=[CH:54][CH:55]=2)[N:25]([C:26]2[S:27][C:28]3[CH2:29][NH:30][CH2:31][CH2:32][C:33]=3[N:34]=2)[N:24]=1. (3) Given the reactants [CH3:1][C:2]([O:11][C:12]1[CH:17]=[CH:16][C:15]([CH2:18][CH2:19][C:20](=[O:36])[C:21]2[S:22][C:23]([C:26]3[CH:31]=[CH:30][C:29]([C:32]([F:35])([F:34])[F:33])=[CH:28][CH:27]=3)=[CH:24][CH:25]=2)=[CH:14][C:13]=1[CH3:37])([CH3:10])[C:3]([O:5]C(C)(C)C)=[O:4].FC(F)(F)C(O)=O, predict the reaction product. The product is: [CH3:10][C:2]([O:11][C:12]1[CH:17]=[CH:16][C:15]([CH2:18][CH2:19][C:20](=[O:36])[C:21]2[S:22][C:23]([C:26]3[CH:27]=[CH:28][C:29]([C:32]([F:35])([F:34])[F:33])=[CH:30][CH:31]=3)=[CH:24][CH:25]=2)=[CH:14][C:13]=1[CH3:37])([CH3:1])[C:3]([OH:5])=[O:4]. (4) Given the reactants [CH3:1][O:2][C:3]1[CH:4]=[C:5]2[C:10](=[CH:11][CH:12]=1)[C:9]([O:13][CH2:14]OC)=[C:8]([C:17]1[CH:21]=[CH:20][S:19][CH:18]=1)[C:7]([CH3:22])=[CH:6]2.C([O-])([O-])=O.[Cs+].[Cs+].FC1[CH:37]=[CH:36][C:33]([CH:34]=[O:35])=[CH:32][CH:31]=1, predict the reaction product. The product is: [CH3:1][O:2][C:3]1[CH:4]=[C:5]2[C:10](=[CH:11][CH:12]=1)[C:9]([O:13][C:14]1[CH:37]=[CH:36][C:33]([CH:34]=[O:35])=[CH:32][CH:31]=1)=[C:8]([C:17]1[CH:21]=[CH:20][S:19][CH:18]=1)[C:7]([CH3:22])=[CH:6]2. (5) Given the reactants Br[C:2]1[C:3]([N:22]2[CH2:26][CH2:25][C@H:24]([OH:27])[CH2:23]2)=[N:4][CH:5]=[C:6]([CH:21]=1)[C:7]([NH:9][C:10]1[CH:15]=[CH:14][C:13]([O:16][C:17]([F:20])([F:19])[F:18])=[CH:12][CH:11]=1)=[O:8].[CH3:28][C:29]1[N:34]=[CH:33][C:32](B(O)O)=[CH:31][CH:30]=1.C([O-])(O)=O.[Na+], predict the reaction product. The product is: [OH:27][C@H:24]1[CH2:25][CH2:26][N:22]([C:3]2[C:2]([C:32]3[CH:33]=[N:34][C:29]([CH3:28])=[CH:30][CH:31]=3)=[CH:21][C:6]([C:7]([NH:9][C:10]3[CH:15]=[CH:14][C:13]([O:16][C:17]([F:20])([F:19])[F:18])=[CH:12][CH:11]=3)=[O:8])=[CH:5][N:4]=2)[CH2:23]1. (6) Given the reactants [CH3:1][O:2][C:3]1[CH:8]=[CH:7][C:6]([C:9]#[CH:10])=[CH:5][CH:4]=1.[Li]CCCC.[Cl:16][C:17]1[CH:22]=[C:21]([F:23])[CH:20]=[CH:19][C:18]=1[C:24]([CH3:44])([CH3:43])[CH2:25][C:26](=[O:42])[C:27]([NH:29][C:30]1[CH:31]=[CH:32][C:33]2[C:38](=[O:39])[O:37][N:36]=[C:35]([CH3:40])[C:34]=2[CH:41]=1)=[O:28], predict the reaction product. The product is: [Cl:16][C:17]1[CH:22]=[C:21]([F:23])[CH:20]=[CH:19][C:18]=1[C:24]([CH3:44])([CH3:43])[CH2:25][C:26]([OH:42])([C:10]#[C:9][C:6]1[CH:7]=[CH:8][C:3]([O:2][CH3:1])=[CH:4][CH:5]=1)[C:27]([NH:29][C:30]1[CH:31]=[CH:32][C:33]2[C:38](=[O:39])[O:37][N:36]=[C:35]([CH3:40])[C:34]=2[CH:41]=1)=[O:28]. (7) Given the reactants [F:1][C:2]1[CH:7]=[CH:6][C:5]([N:8]2[C:11](=[O:12])[C@H:10]([S:13][CH2:14][C:15]([C:17]3[CH:22]=[CH:21][C:20]([F:23])=[CH:19][CH:18]=3)=[O:16])[C@H:9]2[C:24]2[CH:50]=[CH:49][C:27]([O:28][CH2:29][C:30]([NH:32][CH2:33][C:34]([NH:36][C:37]([CH2:45][CH2:46][CH2:47][CH3:48])([C:42]([OH:44])=[O:43])[CH2:38][CH2:39][CH2:40][CH3:41])=[O:35])=[O:31])=[CH:26][CH:25]=2)=[CH:4][CH:3]=1.[BH4-].[Na+].C([O-])(=O)C.[NH4+], predict the reaction product. The product is: [F:1][C:2]1[CH:3]=[CH:4][C:5]([N:8]2[C:11](=[O:12])[C@H:10]([S:13][CH2:14][CH:15]([C:17]3[CH:18]=[CH:19][C:20]([F:23])=[CH:21][CH:22]=3)[OH:16])[C@H:9]2[C:24]2[CH:25]=[CH:26][C:27]([O:28][CH2:29][C:30]([NH:32][CH2:33][C:34]([NH:36][C:37]([CH2:38][CH2:39][CH2:40][CH3:41])([C:42]([OH:44])=[O:43])[CH2:45][CH2:46][CH2:47][CH3:48])=[O:35])=[O:31])=[CH:49][CH:50]=2)=[CH:6][CH:7]=1. (8) Given the reactants [ClH:1].Cl.[F:3][C:4]1[CH:5]=[C:6]([CH:8]=[C:9]([CH2:17][NH:18][CH3:19])[C:10]=1[O:11][C@@H:12]1[CH2:16][CH2:15][O:14][CH2:13]1)[NH2:7].CCN(C(C)C)C(C)C.[CH2:29]([O:36][C:37]([O:39]N1C(=O)CCC1=O)=O)[C:30]1[CH:35]=[CH:34][CH:33]=[CH:32][CH:31]=1, predict the reaction product. The product is: [ClH:1].[NH2:7][C:6]1[CH:5]=[C:4]([F:3])[C:10]([O:11][C@@H:12]2[CH2:16][CH2:15][O:14][CH2:13]2)=[C:9]([CH:8]=1)[CH2:17][N:18]([CH3:19])[C:37](=[O:39])[O:36][CH2:29][C:30]1[CH:31]=[CH:32][CH:33]=[CH:34][CH:35]=1. (9) Given the reactants [CH:1]1([N:4]([CH2:39][C:40]2[CH:45]=[C:44]([CH2:46][CH2:47][CH2:48][O:49][CH3:50])[CH:43]=[C:42]([OH:51])[CH:41]=2)[C:5]([C@@H:7]2[C@@H:12]([C:13]3[CH:18]=[CH:17][C:16]([O:19][CH2:20][CH2:21][O:22][C:23]4[C:28]([Cl:29])=[CH:27][C:26]([CH3:30])=[CH:25][C:24]=4[Cl:31])=[CH:15][CH:14]=3)[CH2:11][CH2:10][N:9]([C:32]([O:34][C:35]([CH3:38])([CH3:37])[CH3:36])=[O:33])[CH2:8]2)=[O:6])[CH2:3][CH2:2]1.C(=O)([O-])[O-].[Cs+].[Cs+].[CH3:58][O:59][CH2:60][CH2:61]Br, predict the reaction product. The product is: [CH:1]1([N:4]([CH2:39][C:40]2[CH:45]=[C:44]([CH2:46][CH2:47][CH2:48][O:49][CH3:50])[CH:43]=[C:42]([O:51][CH2:61][CH2:60][O:59][CH3:58])[CH:41]=2)[C:5]([C@@H:7]2[C@@H:12]([C:13]3[CH:14]=[CH:15][C:16]([O:19][CH2:20][CH2:21][O:22][C:23]4[C:28]([Cl:29])=[CH:27][C:26]([CH3:30])=[CH:25][C:24]=4[Cl:31])=[CH:17][CH:18]=3)[CH2:11][CH2:10][N:9]([C:32]([O:34][C:35]([CH3:38])([CH3:37])[CH3:36])=[O:33])[CH2:8]2)=[O:6])[CH2:3][CH2:2]1.